This data is from Full USPTO retrosynthesis dataset with 1.9M reactions from patents (1976-2016). The task is: Predict the reactants needed to synthesize the given product. (1) The reactants are: [Cl:1][C:2]1[CH:3]=[C:4]([CH:21]=[CH:22][C:23]=1[O:24][CH3:25])[CH2:5][NH:6][C:7]1[C:12]([C:13]([O:15][CH2:16][CH3:17])=[O:14])=[CH:11][N:10]=[C:9](S(C)=O)[N:8]=1.Cl.[CH2:27]1[C:29]2([CH2:33][CH2:32][NH:31][CH2:30]2)[CH2:28]1.C(N(CC)CC)C.O. Given the product [Cl:1][C:2]1[CH:3]=[C:4]([CH:21]=[CH:22][C:23]=1[O:24][CH3:25])[CH2:5][NH:6][C:7]1[C:12]([C:13]([O:15][CH2:16][CH3:17])=[O:14])=[CH:11][N:10]=[C:9]([N:31]2[CH2:32][CH2:33][C:29]3([CH2:27][CH2:28]3)[CH2:30]2)[N:8]=1, predict the reactants needed to synthesize it. (2) The reactants are: [F:1][C:2]1[CH:7]=[CH:6][C:5]([NH:8][C:9]([C:11]2[C:15]3[CH:16]=[CH:17][C:18]([O:20]C)=[CH:19][C:14]=3[S:13][N:12]=2)=[O:10])=[CH:4][C:3]=1[C:22]([F:25])([F:24])[F:23].B(Br)(Br)Br.O.CCOC(C)=O. Given the product [F:1][C:2]1[CH:7]=[CH:6][C:5]([NH:8][C:9]([C:11]2[C:15]3[CH:16]=[CH:17][C:18]([OH:20])=[CH:19][C:14]=3[S:13][N:12]=2)=[O:10])=[CH:4][C:3]=1[C:22]([F:24])([F:23])[F:25], predict the reactants needed to synthesize it.